From a dataset of Forward reaction prediction with 1.9M reactions from USPTO patents (1976-2016). Predict the product of the given reaction. (1) The product is: [NH2:12][C:5]1[CH:4]=[CH:3][C:2]([C:56]#[N:58])=[C:7]([C:8]([F:11])([F:10])[F:9])[N:6]=1. Given the reactants Br[C:2]1[CH:3]=[CH:4][C:5]([NH2:12])=[N:6][C:7]=1[C:8]([F:11])([F:10])[F:9].CC1(C)C2C(=C(P(C3C=CC=CC=3)C3C=CC=CC=3)C=CC=2)OC2C(P(C3C=CC=CC=3)C3C=CC=CC=3)=CC=CC1=2.C[C:56]([N:58](C)C)=O, predict the reaction product. (2) The product is: [CH3:19][O:20][C:21]1[CH:22]=[CH:23][C:24]([S:27]([N:15]2[C:9]3[C:10](=[N:11][CH:12]=[C:7]([C:6]4[C:2]([CH3:1])=[N:3][O:4][C:5]=4[CH3:16])[CH:8]=3)[CH:13]=[CH:14]2)(=[O:29])=[O:28])=[CH:25][CH:26]=1. Given the reactants [CH3:1][C:2]1[C:6]([C:7]2[CH:8]=[C:9]3[NH:15][CH:14]=[CH:13][C:10]3=[N:11][CH:12]=2)=[C:5]([CH3:16])[O:4][N:3]=1.[H-].[Na+].[CH3:19][O:20][C:21]1[CH:26]=[CH:25][C:24]([S:27](Cl)(=[O:29])=[O:28])=[CH:23][CH:22]=1.O, predict the reaction product. (3) Given the reactants [CH3:1][O:2][CH:3]([O:19][CH3:20])[CH2:4][NH:5][C:6]1[C:15]([N+:16]([O-])=O)=[CH:14][CH:13]=[CH:12][C:7]=1[C:8]([O:10][CH3:11])=[O:9], predict the reaction product. The product is: [NH2:16][C:15]1[C:6]([NH:5][CH2:4][CH:3]([O:19][CH3:20])[O:2][CH3:1])=[C:7]([CH:12]=[CH:13][CH:14]=1)[C:8]([O:10][CH3:11])=[O:9]. (4) Given the reactants [CH3:1][C:2]1([C:7]2[CH:8]=[C:9]3[C:14](=[CH:15][CH:16]=2)[C:13](O)([CH2:17][C:18]([O:20][CH2:21][CH3:22])=[O:19])[CH2:12][CH2:11][C:10]3([CH3:25])[CH3:24])OCC[O:3]1.CC1C=CC(S(O)(=O)=O)=CC=1.O, predict the reaction product. The product is: [CH3:24][C:10]1([CH3:25])[C:9]2[C:14](=[CH:15][CH:16]=[C:7]([C:2](=[O:3])[CH3:1])[CH:8]=2)[C:13]([CH2:17][C:18]([O:20][CH2:21][CH3:22])=[O:19])=[CH:12][CH2:11]1. (5) Given the reactants Cl[C:2]1[C:7]([N:8]2[CH2:13][CH2:12][N:11]([C:14]([O:16][C:17]([CH3:20])([CH3:19])[CH3:18])=[O:15])[CH2:10][CH2:9]2)=[N:6][CH:5]=[CH:4][N:3]=1.[OH-:21].[Na+].O, predict the reaction product. The product is: [C:17]([O:16][C:14]([N:11]1[CH2:12][CH2:13][N:8]([C:7]2[C:2](=[O:21])[NH:3][CH:4]=[CH:5][N:6]=2)[CH2:9][CH2:10]1)=[O:15])([CH3:20])([CH3:19])[CH3:18]. (6) Given the reactants [Cl:1][C:2]1[CH:3]=[CH:4][C:5]([NH:8][C:9]([C:11]2[CH:16]=[CH:15][CH:14]=[C:13]([O:17][CH3:18])[C:12]=2[NH2:19])=[O:10])=[N:6][CH:7]=1.C1C(=O)N([Cl:27])C(=O)C1, predict the reaction product. The product is: [Cl:1][C:2]1[CH:3]=[CH:4][C:5]([NH:8][C:9]([C:11]2[CH:16]=[C:15]([Cl:27])[CH:14]=[C:13]([O:17][CH3:18])[C:12]=2[NH2:19])=[O:10])=[N:6][CH:7]=1. (7) Given the reactants C(N[CH:5]([CH3:7])[CH3:6])(C)C.C([Li])CCC.CCCCCC.[Cl:19][C:20]1[CH:21]=[C:22]([CH2:27][C:28]([O:30][CH3:31])=[O:29])[CH:23]=[CH:24][C:25]=1[Cl:26].[Li+].CC([N-]C(C)C)C.C(Br)C=C, predict the reaction product. The product is: [Cl:19][C:20]1[CH:21]=[C:22]([CH:27]([CH2:7][CH:5]=[CH2:6])[C:28]([O:30][CH3:31])=[O:29])[CH:23]=[CH:24][C:25]=1[Cl:26]. (8) Given the reactants [CH3:1][C:2]1[CH:7]=[CH:6][C:5]([S:8]([NH:11][C:12]2[CH:13]=[CH:14][CH:15]=[C:16]3[C:21]=2[N:20]=[CH:19][CH:18]=[CH:17]3)(=[O:10])=[O:9])=[C:4]([N+:22]([O-])=O)[CH:3]=1.[Sn](Cl)Cl.Cl, predict the reaction product. The product is: [NH2:22][C:4]1[CH:3]=[C:2]([CH3:1])[CH:7]=[CH:6][C:5]=1[S:8]([NH:11][C:12]1[CH:13]=[CH:14][CH:15]=[C:16]2[C:21]=1[N:20]=[CH:19][CH:18]=[CH:17]2)(=[O:10])=[O:9]. (9) Given the reactants [CH3:1][C:2]1[CH:3]=[C:4]([CH:6]=[C:7](B2OC(C)(C)C(C)(C)O2)[CH:8]=1)[NH2:5].Br[C:19]1[S:23][C:22]([C:24]([OH:35])([CH3:34])[CH2:25][O:26][Si:27]([C:30]([CH3:33])([CH3:32])[CH3:31])([CH3:29])[CH3:28])=[N:21][CH:20]=1.CC(C1C=C(C(C)C)C(C2C=CC=CC=2P(C2CCCCC2)C2CCCCC2)=C(C(C)C)C=1)C.C(=O)([O-])[O-].[Cs+].[Cs+], predict the reaction product. The product is: [NH2:5][C:4]1[CH:6]=[C:7]([C:19]2[S:23][C:22]([C:24]([OH:35])([CH3:34])[CH2:25][O:26][Si:27]([C:30]([CH3:33])([CH3:32])[CH3:31])([CH3:29])[CH3:28])=[N:21][CH:20]=2)[CH:8]=[C:2]([CH3:1])[CH:3]=1.